Dataset: Forward reaction prediction with 1.9M reactions from USPTO patents (1976-2016). Task: Predict the product of the given reaction. (1) Given the reactants Br[C:2]1[C:7]([NH2:8])=[CH:6][CH:5]=[CH:4][C:3]=1OC.[C:11](O)(=O)[CH2:12][C:13](O)=[O:14].P(Cl)(Cl)(Cl)=O, predict the reaction product. The product is: [NH:8]1[C:7]2[C:2](=[CH:3][CH:4]=[CH:5][CH:6]=2)[CH:11]=[CH:12][C:13]1=[O:14]. (2) Given the reactants Br[C:2]1[CH:3]=[CH:4][C:5]([Cl:8])=[N:6][CH:7]=1.[N:9]1([CH2:15][C@H:16]2[NH:20][C:19](=[O:21])[CH2:18][CH2:17]2)[CH2:14][CH2:13][CH2:12][CH2:11][CH2:10]1.C(=O)([O-])[O-].[Cs+].[Cs+], predict the reaction product. The product is: [Cl:8][C:5]1[N:6]=[CH:7][C:2]([N:20]2[C@H:16]([CH2:15][N:9]3[CH2:10][CH2:11][CH2:12][CH2:13][CH2:14]3)[CH2:17][CH2:18][C:19]2=[O:21])=[CH:3][CH:4]=1.